The task is: Predict the product of the given reaction.. This data is from Forward reaction prediction with 1.9M reactions from USPTO patents (1976-2016). (1) Given the reactants [F:1][C:2]1[C:3]([N:15]2[CH2:20][CH2:19][O:18][CH2:17][CH2:16]2)=[N:4][C:5]([NH:11][CH:12]([CH3:14])[CH3:13])=[C:6]([CH:10]=1)[C:7]([OH:9])=O.CCN=C=NCCCN(C)C.C1C=CC2N(O)N=NC=2C=1.CCN(C(C)C)C(C)C.[CH3:51][C:52]([NH2:56])([C:54]#[CH:55])[CH3:53], predict the reaction product. The product is: [F:1][C:2]1[C:3]([N:15]2[CH2:20][CH2:19][O:18][CH2:17][CH2:16]2)=[N:4][C:5]([NH:11][CH:12]([CH3:14])[CH3:13])=[C:6]([CH:10]=1)[C:7]([NH:56][C:52]([CH3:53])([C:54]#[CH:55])[CH3:51])=[O:9]. (2) Given the reactants [Li][CH2:2][CH2:3][CH2:4][CH3:5].CCCCCC.C(C1C=[CH:25][C:24]2[C:23]3[C:18](=[CH:19][CH:20]=[CH:21][CH:22]=3)[C:17]([CH2:35][CH2:36][CH2:37][CH2:38][CH2:39][CH2:40][CH2:41][CH3:42])([CH2:27][CH2:28][CH2:29][CH2:30][CH2:31][CH2:32][CH2:33][CH3:34])[C:16]=2[CH:15]=1)=O, predict the reaction product. The product is: [CH:4]([C:3]1[CH:2]=[CH:25][C:24]2[C:23]3[C:18](=[CH:19][CH:20]=[CH:21][CH:22]=3)[C:17]([CH2:35][CH2:36][CH2:37][CH2:38][CH2:39][CH2:40][CH2:41][CH3:42])([CH2:27][CH2:28][CH2:29][CH2:30][CH2:31][CH2:32][CH2:33][CH3:34])[C:16]=2[CH:15]=1)=[CH2:5]. (3) Given the reactants [CH3:1][C:2]([NH:11][C:12]([NH:14][C:15]1[CH:20]=[CH:19][C:18]([S:21][CH3:22])=[C:17]([C:23]([F:26])([F:25])[F:24])[CH:16]=1)=[O:13])([CH3:10])[C:3](OC(C)(C)C)=[O:4].Cl, predict the reaction product. The product is: [CH3:1][C:2]1([CH3:10])[NH:11][C:12](=[O:13])[N:14]([C:15]2[CH:20]=[CH:19][C:18]([S:21][CH3:22])=[C:17]([C:23]([F:26])([F:25])[F:24])[CH:16]=2)[C:3]1=[O:4]. (4) The product is: [NH2:22][C:21]1[C:16]([N:11]([CH2:4][C:5]2[CH:6]=[CH:7][CH:8]=[CH:9][CH:10]=2)[CH2:12][C@H:13]([OH:15])[CH3:14])=[N:17][C:18]([Br:25])=[CH:19][CH:20]=1. Given the reactants [Cl-].[NH4+].O.[CH2:4]([N:11]([C:16]1[C:21]([N+:22]([O-])=O)=[CH:20][CH:19]=[C:18]([Br:25])[N:17]=1)[CH2:12][C@H:13]([OH:15])[CH3:14])[C:5]1[CH:10]=[CH:9][CH:8]=[CH:7][CH:6]=1, predict the reaction product. (5) Given the reactants [Cl:1][C:2]1[CH:3]=[C:4]2[C:8](=[CH:9][CH:10]=1)[NH:7][CH:6]=[C:5]2[CH2:11][N:12]1[C:20]([C:21]2[N:22]([CH3:26])[CH:23]=[CH:24][N:25]=2)=[C:19]2[C:14]([NH:15][C:16](=[O:29])[N:17]([CH3:28])[C:18]2=[O:27])=[N:13]1.Br[CH2:31][CH2:32][CH:33]([CH3:35])[CH3:34].C(=O)([O-])[O-].[K+].[K+], predict the reaction product. The product is: [Cl:1][C:2]1[CH:3]=[C:4]2[C:8](=[CH:9][CH:10]=1)[NH:7][CH:6]=[C:5]2[CH2:11][N:12]1[C:20]([C:21]2[N:22]([CH3:26])[CH:23]=[CH:24][N:25]=2)=[C:19]2[C:14]([N:15]([CH2:31][CH2:32][CH:33]([CH3:35])[CH3:34])[C:16](=[O:29])[N:17]([CH3:28])[C:18]2=[O:27])=[N:13]1. (6) Given the reactants [NH2:1][C:2]1[C:3]([O:20][CH3:21])=[CH:4][C:5]([CH:17]([CH3:19])[CH3:18])=[C:6]([CH:16]=1)[O:7][C:8]1[C:9]([NH2:15])=[N:10][C:11]([NH2:14])=[N:12][CH:13]=1.[CH2:22]([N:24]=[C:25]=[O:26])[CH3:23], predict the reaction product. The product is: [NH2:14][C:11]1[N:10]=[C:9]([NH2:15])[C:8]([O:7][C:6]2[C:5]([CH:17]([CH3:19])[CH3:18])=[CH:4][C:3]([O:20][CH3:21])=[C:2]([NH:1][C:25]([NH:24][CH2:22][CH3:23])=[O:26])[CH:16]=2)=[CH:13][N:12]=1. (7) Given the reactants Cl.[C:2]([CH:4]([NH:12][C:13]([C@@H:15]1[CH2:20][CH2:19][CH2:18][CH2:17][C@@H:16]1[NH:21][C:22]([C:24]1[N:25]([CH3:33])[C:26]2[C:31]([CH:32]=1)=[CH:30][CH:29]=[CH:28][CH:27]=2)=[O:23])=[O:14])[CH2:5][CH:6]1[CH2:11][CH2:10][NH:9][CH2:8][CH2:7]1)#[N:3].[C:34](OC(=O)C)(=[O:36])[CH3:35], predict the reaction product. The product is: [C:34]([N:9]1[CH2:10][CH2:11][CH:6]([CH2:5][CH:4]([NH:12][C:13]([C@@H:15]2[CH2:20][CH2:19][CH2:18][CH2:17][C@@H:16]2[NH:21][C:22]([C:24]2[N:25]([CH3:33])[C:26]3[C:31]([CH:32]=2)=[CH:30][CH:29]=[CH:28][CH:27]=3)=[O:23])=[O:14])[C:2]#[N:3])[CH2:7][CH2:8]1)(=[O:36])[CH3:35].